Predict the product of the given reaction. From a dataset of Forward reaction prediction with 1.9M reactions from USPTO patents (1976-2016). Given the reactants [NH:1]1[C:10]2[C:5](=[CH:6][CH:7]=[CH:8][CH:9]=2)[CH:4]=[CH:3][C:2]1=[O:11].[H-].[Na+].CS(O[CH2:19][CH2:20][N:21]1[CH2:26][CH2:25][CH:24]([NH:27][C:28]([O:30][C:31]([CH3:34])([CH3:33])[CH3:32])=[O:29])[CH2:23][CH2:22]1)(=O)=O.FC1C=C2C(N=CC(=O)N2CCN2CCC(NC(=O)OC(C)(C)C)CC2)=CC=1, predict the reaction product. The product is: [O:11]=[C:2]1[CH:3]=[CH:4][C:5]2[C:10](=[CH:9][CH:8]=[CH:7][CH:6]=2)[N:1]1[CH2:19][CH2:20][N:21]1[CH2:26][CH2:25][CH:24]([NH:27][C:28](=[O:29])[O:30][C:31]([CH3:34])([CH3:33])[CH3:32])[CH2:23][CH2:22]1.